Dataset: Tyrosyl-DNA phosphodiesterase HTS with 341,365 compounds. Task: Binary Classification. Given a drug SMILES string, predict its activity (active/inactive) in a high-throughput screening assay against a specified biological target. (1) The molecule is O1C(C(Oc2ccc(OC)cc2)C=CC1CCO\N=C(\CCN1CCCCc2nc(c(cc12)C)C)C)COC(=O)NCCC. The result is 0 (inactive). (2) The compound is O(c1cc(CNC(=O)Cn2ncnc2)ccc1OC)C. The result is 0 (inactive). (3) The compound is Clc1c(cc(NC(=O)CC2SC(N3CCOCC3)=NC2=O)c(OC)c1)C. The result is 0 (inactive).